Dataset: Peptide-MHC class II binding affinity with 134,281 pairs from IEDB. Task: Regression. Given a peptide amino acid sequence and an MHC pseudo amino acid sequence, predict their binding affinity value. This is MHC class II binding data. (1) The peptide sequence is ISEPTAAAIAYGLDR. The MHC is HLA-DQA10501-DQB10301 with pseudo-sequence HLA-DQA10501-DQB10301. The binding affinity (normalized) is 0.628. (2) The peptide sequence is SEAQKAAKPAAAATA. The MHC is DRB5_0101 with pseudo-sequence DRB5_0101. The binding affinity (normalized) is 0.216. (3) The peptide sequence is GEFQIVDKIDAAFKI. The MHC is DRB1_0701 with pseudo-sequence DRB1_0701. The binding affinity (normalized) is 0.775.